This data is from Full USPTO retrosynthesis dataset with 1.9M reactions from patents (1976-2016). The task is: Predict the reactants needed to synthesize the given product. (1) Given the product [Cl:1][C:2]1[CH:3]=[CH:4][C:5]([S:8]([N:11]([C@H:12]([CH2:16][CH2:17][C:18]([F:21])([F:20])[F:19])[C:13]([NH2:15])=[O:14])[CH2:22][C:23]2[CH:28]=[CH:27][C:26]([C:29](=[N:34][OH:35])[NH2:30])=[CH:25][C:24]=2[F:31])(=[O:9])=[O:10])=[CH:6][CH:7]=1, predict the reactants needed to synthesize it. The reactants are: [Cl:1][C:2]1[CH:7]=[CH:6][C:5]([S:8]([N:11]([CH2:22][C:23]2[CH:28]=[CH:27][C:26]([C:29]#[N:30])=[CH:25][C:24]=2[F:31])[C@H:12]([CH2:16][CH2:17][C:18]([F:21])([F:20])[F:19])[C:13]([NH2:15])=[O:14])(=[O:10])=[O:9])=[CH:4][CH:3]=1.CO.[NH2:34][OH:35]. (2) Given the product [F:9][C:5]1[CH:4]=[C:3]([S:10]([CH3:15])(=[O:12])=[O:11])[C:2]([F:1])=[CH:7][C:6]=1[F:8], predict the reactants needed to synthesize it. The reactants are: [F:1][C:2]1[CH:7]=[C:6]([F:8])[C:5]([F:9])=[CH:4][C:3]=1[S:10]([OH:12])=[O:11].IC.[CH2:15](N(C(C)C)C(C)C)C. (3) Given the product [Br:8][C:9]1[CH:10]=[C:11]([F:20])[C:12]([CH2:15][C:16]([OH:18])=[O:17])=[N:13][CH:14]=1, predict the reactants needed to synthesize it. The reactants are: FC(F)(F)C([O-])=O.[Br:8][C:9]1[CH:10]=[C:11]([F:20])[C:12]([CH2:15][C:16]([O:18]C)=[O:17])=[NH+:13][CH:14]=1.[OH-].[Na+]. (4) Given the product [Br:1][C:2]1[CH:9]=[CH:8][C:5]([CH2:6][N:18]2[CH2:19][CH2:20][O:21][C@@H:16]([C:10]3[CH:15]=[CH:14][CH:13]=[CH:12][CH:11]=3)[CH2:17]2)=[CH:4][CH:3]=1, predict the reactants needed to synthesize it. The reactants are: [Br:1][C:2]1[CH:9]=[CH:8][C:5]([CH2:6]Br)=[CH:4][CH:3]=1.[C:10]1([C@@H:16]2[O:21][CH2:20][CH2:19][NH:18][CH2:17]2)[CH:15]=[CH:14][CH:13]=[CH:12][CH:11]=1.C(=O)([O-])[O-].[K+].[K+]. (5) Given the product [C:1]([CH:3]1[CH2:8][CH2:7][N:6]([C:9]([C@H:11]([NH:16][C:17]([C:19]2[C:27]3[C:22](=[N:23][CH:24]=[C:25]([C:76]4[CH:75]=[C:74]([O:73][CH3:72])[CH:79]=[CH:78][N:77]=4)[N:26]=3)[NH:21][CH:20]=2)=[O:18])[C:12]([CH3:14])([CH3:13])[CH3:15])=[O:10])[CH2:5][CH2:4]1)#[N:2], predict the reactants needed to synthesize it. The reactants are: [C:1]([CH:3]1[CH2:8][CH2:7][N:6]([C:9]([C@H:11]([NH:16][C:17]([C:19]2[C:27]3[C:22](=[N:23][CH:24]=[C:25](Br)[N:26]=3)[N:21](COCC[Si](C)(C)C)[CH:20]=2)=[O:18])[C:12]([CH3:15])([CH3:14])[CH3:13])=[O:10])[CH2:5][CH2:4]1)#[N:2].C(C1CCN(C(=O)[C@H](NC(C2C3C(=NC=C(Br)N=3)N(COCC[Si](C)(C)C)C=2)=O)C2CC2)CC1)#N.[CH3:72][O:73][C:74]1[CH:79]=[CH:78][N:77]=[C:76]([Sn](CCCC)(CCCC)CCCC)[CH:75]=1.C(C1C=CN=C([Sn](CCCC)(CCCC)CCCC)C=1)(C)(C)C.